This data is from Forward reaction prediction with 1.9M reactions from USPTO patents (1976-2016). The task is: Predict the product of the given reaction. (1) Given the reactants Cl[C:2]1[CH:3]=[C:4]2[C:9](=[CH:10][CH:11]=1)[N:8]1[C:12](=[O:15])[NH:13][N:14]=[C:7]1[CH:6]=[C:5]2[CH3:16].[CH:17]([C:19]1[CH:24]=[CH:23][C:22](B(O)O)=[CH:21][CH:20]=1)=[O:18].C(=O)([O-])[O-].[Cs+].[Cs+], predict the reaction product. The product is: [CH3:16][C:5]1[C:4]2[C:9](=[CH:10][CH:11]=[C:2]([C:22]3[CH:23]=[CH:24][C:19]([CH:17]=[O:18])=[CH:20][CH:21]=3)[CH:3]=2)[N:8]2[C:12](=[O:15])[NH:13][N:14]=[C:7]2[CH:6]=1. (2) Given the reactants [CH:1]1([N:6]2[C:15]3[N:14]=[C:13]([NH:16][C:17]4[CH:18]=[CH:19][C:20]([C:26]([O:28]C)=[O:27])=[C:21]5[C:25]=4[O:24][CH2:23][CH2:22]5)[N:12]=[CH:11][C:10]=3[N:9]([CH3:30])[C:8](=[O:31])[C@H:7]2[CH2:32][CH3:33])[CH2:5][CH2:4][CH2:3][CH2:2]1.O, predict the reaction product. The product is: [CH:1]1([N:6]2[C:15]3[N:14]=[C:13]([NH:16][C:17]4[CH:18]=[CH:19][C:20]([C:26]([OH:28])=[O:27])=[C:21]5[C:25]=4[O:24][CH2:23][CH2:22]5)[N:12]=[CH:11][C:10]=3[N:9]([CH3:30])[C:8](=[O:31])[C@H:7]2[CH2:32][CH3:33])[CH2:2][CH2:3][CH2:4][CH2:5]1.